From a dataset of Forward reaction prediction with 1.9M reactions from USPTO patents (1976-2016). Predict the product of the given reaction. (1) The product is: [NH2:15][C:12]1[CH:13]=[CH:14][C:9]([O:8][CH:5]2[CH2:6][CH2:7][C:2]([CH3:1])([C:18]([O:20][CH2:21][CH3:22])=[O:19])[CH2:3][CH2:4]2)=[N:10][CH:11]=1. Given the reactants [CH3:1][C:2]1([C:18]([O:20][CH2:21][CH3:22])=[O:19])[CH2:7][CH2:6][CH:5]([O:8][C:9]2[CH:14]=[CH:13][C:12]([N+:15]([O-])=O)=[CH:11][N:10]=2)[CH2:4][CH2:3]1, predict the reaction product. (2) Given the reactants [CH2:1]([O:8][C:9](=[O:35])[C@@H:10]([NH:20][C:21](=[O:34])[C@@H:22]([NH:26][C:27]([O:29]C(C)(C)C)=O)[CH:23]1[CH2:25][CH2:24]1)[CH2:11][C:12]1[CH:17]=[CH:16][C:15]([O:18][CH3:19])=[CH:14][CH:13]=1)[C:2]1[CH:7]=[CH:6][CH:5]=[CH:4][CH:3]=1.FC(F)(F)C(O)=O.C(N(CC)C(C)C)(C)C.[CH2:52]1[C:60]2[C:55](=[CH:56][CH:57]=[CH:58][CH:59]=2)[CH2:54][CH:53]1C(O)=O.CN(C(ON1N=NC2C=CC=NC1=2)=[N+](C)C)C.F[P-](F)(F)(F)(F)F, predict the reaction product. The product is: [CH2:1]([O:8][C:9](=[O:35])[C@@H:10]([NH:20][C:21](=[O:34])[C@H:22]([CH:23]1[CH2:25][CH2:24]1)[NH:26][C:27]([CH:53]1[CH2:52][C:60]2[C:55](=[CH:56][CH:57]=[CH:58][CH:59]=2)[CH2:54]1)=[O:29])[CH2:11][C:12]1[CH:13]=[CH:14][C:15]([O:18][CH3:19])=[CH:16][CH:17]=1)[C:2]1[CH:3]=[CH:4][CH:5]=[CH:6][CH:7]=1. (3) Given the reactants Cl[C:2]1[C:3]2[C:10]3[CH2:11][N:12]([C:14]([O:16][CH2:17][CH3:18])=[O:15])[CH2:13][C:9]=3[S:8][C:4]=2[N:5]=[CH:6][N:7]=1.[Cl:19][C:20]1[CH:21]=[C:22]([CH:24]=[CH:25][C:26]=1[O:27][CH2:28][C:29]1[CH:34]=[CH:33][CH:32]=[C:31]([F:35])[CH:30]=1)[NH2:23], predict the reaction product. The product is: [Cl:19][C:20]1[CH:21]=[C:22]([NH:23][C:2]2[C:3]3[C:10]4[CH2:11][N:12]([C:14]([O:16][CH2:17][CH3:18])=[O:15])[CH2:13][C:9]=4[S:8][C:4]=3[N:5]=[CH:6][N:7]=2)[CH:24]=[CH:25][C:26]=1[O:27][CH2:28][C:29]1[CH:34]=[CH:33][CH:32]=[C:31]([F:35])[CH:30]=1.